Dataset: Catalyst prediction with 721,799 reactions and 888 catalyst types from USPTO. Task: Predict which catalyst facilitates the given reaction. (1) Reactant: [CH:1]([N:4]1[CH:8]=[CH:7][N:6]=[CH:5]1)([CH3:3])[CH3:2].[Br:9]N1C(C)(C)C(=O)N(Br)C1=O.[O-]S([O-])=O.[Na+].[Na+]. Product: [Br:9][C:8]1[N:4]([CH:1]([CH3:3])[CH3:2])[CH:5]=[N:6][CH:7]=1. The catalyst class is: 2. (2) Reactant: [CH2:1]([O:3][C:4](=[O:13])[C:5]1[CH:10]=[CH:9][CH:8]=[C:7]([C:11]#[CH:12])[CH:6]=1)[CH3:2].[Cl:14][C:15]1[CH:20]=[CH:19][C:18]([C:21](Cl)=[N:22][OH:23])=[CH:17][CH:16]=1.N1C=CC=CC=1.C(N(CC)CC)C. Product: [CH2:1]([O:3][C:4](=[O:13])[C:5]1[CH:10]=[CH:9][CH:8]=[C:7]([C:11]2[O:23][N:22]=[C:21]([C:18]3[CH:19]=[CH:20][C:15]([Cl:14])=[CH:16][CH:17]=3)[CH:12]=2)[CH:6]=1)[CH3:2]. The catalyst class is: 22. (3) Reactant: C[Mg]Br.[Cl:4][C:5]1[CH:10]=[CH:9][C:8]([C:11]2([CH:44]=[O:45])[CH2:16][CH2:15][N:14]([C:17]3[C:18]4[N:19]([N:23]=[C:24]([NH:26][C:27]5[CH:43]=[CH:42][C:30]([C:31]([N:33]([CH3:41])[CH:34]6[CH2:39][CH2:38][N:37]([CH3:40])[CH2:36][CH2:35]6)=[O:32])=[CH:29][CH:28]=5)[N:25]=4)[CH:20]=[CH:21][CH:22]=3)[CH2:13][CH2:12]2)=[CH:7][CH:6]=1.O.[C:47](#N)C. The catalyst class is: 1. Product: [Cl:4][C:5]1[CH:6]=[CH:7][C:8]([C:11]2([CH:44]([OH:45])[CH3:47])[CH2:16][CH2:15][N:14]([C:17]3[C:18]4[N:19]([N:23]=[C:24]([NH:26][C:27]5[CH:43]=[CH:42][C:30]([C:31]([N:33]([CH3:41])[CH:34]6[CH2:35][CH2:36][N:37]([CH3:40])[CH2:38][CH2:39]6)=[O:32])=[CH:29][CH:28]=5)[N:25]=4)[CH:20]=[CH:21][CH:22]=3)[CH2:13][CH2:12]2)=[CH:9][CH:10]=1. (4) Reactant: [OH:1][C:2]1[C:11]2[C:6](=[CH:7][CH:8]=[CH:9][CH:10]=2)[CH:5]=[CH:4][CH:3]=1.Br[CH2:13][C:14]([O:16][C:17]([CH3:20])([CH3:19])[CH3:18])=[O:15].C(=O)([O-])[O-].[K+].[K+].CC(C)=O. Product: [C:17]([O:16][C:14]([CH2:13][O:1][C:2]1[C:11]2[C:6](=[CH:7][CH:8]=[CH:9][CH:10]=2)[CH:5]=[CH:4][CH:3]=1)=[O:15])([CH3:20])([CH3:19])[CH3:18]. The catalyst class is: 13. (5) Reactant: [C:1]([N:8]([CH2:15][C:16]1[CH:35]=[CH:34][C:19]([C:20]([NH:22][CH2:23][CH2:24][CH2:25][CH2:26][N:27]([CH2:31][CH2:32][CH3:33])[CH2:28][CH2:29][CH3:30])=[O:21])=[CH:18][CH:17]=1)[CH2:9][C:10]1[NH:11][CH:12]=[CH:13][N:14]=1)(OC(C)(C)C)=O.[N:36]1[CH:41]=[CH:40][CH:39]=[CH:38][C:37]=1C=O.C([BH3-])#N.[Na+].C(O)(=O)C. Product: [CH2:28]([N:27]([CH2:31][CH2:32][CH3:33])[CH2:26][CH2:25][CH2:24][CH2:23][NH:22][C:20](=[O:21])[C:19]1[CH:34]=[CH:35][C:16]([CH2:15][N:8]([CH2:9][C:10]2[NH:11][CH:12]=[CH:13][N:14]=2)[CH2:1][C:37]2[CH:38]=[CH:39][CH:40]=[CH:41][N:36]=2)=[CH:17][CH:18]=1)[CH2:29][CH3:30]. The catalyst class is: 5.